From a dataset of Full USPTO retrosynthesis dataset with 1.9M reactions from patents (1976-2016). Predict the reactants needed to synthesize the given product. (1) Given the product [C:1]([C@H:5]1[CH2:10][CH2:9][C@H:8]([NH:11][C:12]2[N:21]=[CH:20][C:19]3[C:14](=[CH:15][CH:16]=[C:17]([C:22]([N:34]4[CH:30]5[CH2:31][CH2:32][CH2:33][CH:26]4[CH2:27][CH:28]([C:35]([O:37][CH3:38])=[O:36])[CH2:29]5)=[O:23])[CH:18]=3)[N:13]=2)[CH2:7][CH2:6]1)([CH3:4])([CH3:2])[CH3:3], predict the reactants needed to synthesize it. The reactants are: [C:1]([C@H:5]1[CH2:10][CH2:9][C@H:8]([NH:11][C:12]2[N:21]=[CH:20][C:19]3[C:14](=[CH:15][CH:16]=[C:17]([C:22](O)=[O:23])[CH:18]=3)[N:13]=2)[CH2:7][CH2:6]1)([CH3:4])([CH3:3])[CH3:2].Cl.[CH:26]12[NH:34][CH:30]([CH2:31][CH2:32][CH2:33]1)[CH2:29][CH:28]([C:35]([O:37][CH3:38])=[O:36])[CH2:27]2.CN(C(ON1N=NC2C=CC=NC1=2)=[N+](C)C)C.F[P-](F)(F)(F)(F)F. (2) Given the product [F:29][C:26]([F:27])([F:28])[C:24]1[CH:23]=[C:22]([C:30]2[CH:31]=[CH:32][C:33]([C:36]([F:39])([F:38])[F:37])=[CH:34][CH:35]=2)[N:21]=[C:20]([C:16]2[CH:15]=[C:14]([C:10]3[CH:11]=[CH:12][CH:13]=[C:8]([S:5]([OH:7])(=[O:6])=[O:4])[CH:9]=3)[CH:19]=[CH:18][CH:17]=2)[N:25]=1, predict the reactants needed to synthesize it. The reactants are: CC(C)(C)C[O:4][S:5]([C:8]1[CH:9]=[C:10]([C:14]2[CH:19]=[CH:18][CH:17]=[C:16]([C:20]3[N:25]=[C:24]([C:26]([F:29])([F:28])[F:27])[CH:23]=[C:22]([C:30]4[CH:35]=[CH:34][C:33]([C:36]([F:39])([F:38])[F:37])=[CH:32][CH:31]=4)[N:21]=3)[CH:15]=2)[CH:11]=[CH:12][CH:13]=1)(=[O:7])=[O:6].C([O-])CC.[Na+].C(N(CC)CCS)C. (3) Given the product [N:15]1[CH:16]=[CH:17][CH:18]=[C:13]([N:1]2[CH2:5][CH2:4][C:3]3([CH2:10][CH:9]4[CH2:11][N:6]3[CH2:7][CH2:8]4)[CH2:2]2)[CH:14]=1, predict the reactants needed to synthesize it. The reactants are: [NH:1]1[CH2:5][CH2:4][C:3]2([CH2:10][CH:9]3[CH2:11][N:6]2[CH2:7][CH2:8]3)[CH2:2]1.Br[C:13]1[CH:14]=[N:15][CH:16]=[CH:17][CH:18]=1.CC(C)([O-])C.[K+]. (4) Given the product [CH2:22]([NH:29][CH:8]1[CH2:7][C@H:6]([C:13]2[CH:18]=[CH:17][N:16]=[CH:15][C:14]=2[N+:19]([O-:21])=[O:20])[O:5][C@H:4]([CH:1]2[CH2:2][CH2:3]2)[C@@:9]1([CH3:10])[OH:11])[C:23]1[CH:28]=[CH:27][CH:26]=[CH:25][CH:24]=1, predict the reactants needed to synthesize it. The reactants are: [CH:1]1([C@@H:4]2[C@:9]([OH:11])([CH3:10])[C:8](=O)[CH2:7][C@H:6]([C:13]3[CH:18]=[CH:17][N:16]=[CH:15][C:14]=3[N+:19]([O-:21])=[O:20])[O:5]2)[CH2:3][CH2:2]1.[CH2:22]([NH2:29])[C:23]1[CH:28]=[CH:27][CH:26]=[CH:25][CH:24]=1.[Li+].[BH4-]. (5) Given the product [CH3:17][O:3][CH:4]1[CH2:5][CH2:6][N:7]([C:10]([O:12][C:13]([CH3:16])([CH3:15])[CH3:14])=[O:11])[CH2:8][CH2:9]1, predict the reactants needed to synthesize it. The reactants are: [H-].[Na+].[OH:3][CH:4]1[CH2:9][CH2:8][N:7]([C:10]([O:12][C:13]([CH3:16])([CH3:15])[CH3:14])=[O:11])[CH2:6][CH2:5]1.[CH3:17]I.